Dataset: Forward reaction prediction with 1.9M reactions from USPTO patents (1976-2016). Task: Predict the product of the given reaction. (1) Given the reactants [C:1]([O:5][C:6](=[O:52])[C:7]1[CH:12]=[CH:11][C:10]([C:13](=O)[CH2:14][C:15]([CH:28]([N:36]=C(C2C=CC=CC=2)C2C=CC=CC=2)[C:29]([O:31][C:32]([CH3:35])([CH3:34])[CH3:33])=[O:30])([C:20]2[CH:25]=[C:24]([Cl:26])[CH:23]=[C:22]([Cl:27])[CH:21]=2)[C:16]([F:19])([F:18])[F:17])=[CH:9][C:8]=1[CH3:51])([CH3:4])([CH3:3])[CH3:2].Cl.O, predict the reaction product. The product is: [C:1]([O:5][C:6]([C:7]1[CH:12]=[CH:11][C:10]([C:13]2[CH2:14][C:15]([C:20]3[CH:21]=[C:22]([Cl:27])[CH:23]=[C:24]([Cl:26])[CH:25]=3)([C:16]([F:18])([F:17])[F:19])[CH:28]([C:29]([O:31][C:32]([CH3:33])([CH3:35])[CH3:34])=[O:30])[N:36]=2)=[CH:9][C:8]=1[CH3:51])=[O:52])([CH3:2])([CH3:3])[CH3:4]. (2) Given the reactants [Br:1][C:2]1[CH:22]=[CH:21][C:5]([CH2:6][NH:7][C:8]2[CH:17]=[CH:16][C:11]([C:12]([O:14][CH3:15])=[O:13])=[CH:10][C:9]=2[N+:18]([O-])=O)=[CH:4][CH:3]=1.[NH4+].[Cl-], predict the reaction product. The product is: [NH2:18][C:9]1[CH:10]=[C:11]([CH:16]=[CH:17][C:8]=1[NH:7][CH2:6][C:5]1[CH:21]=[CH:22][C:2]([Br:1])=[CH:3][CH:4]=1)[C:12]([O:14][CH3:15])=[O:13]. (3) Given the reactants [CH2:1]([O:8][C:9]([N:11]([CH2:18][CH:19]([CH3:29])[CH2:20][NH:21]C(OC(C)(C)C)=O)[C@@H:12]([C:14]([O:16][CH3:17])=[O:15])[CH3:13])=[O:10])[C:2]1[CH:7]=[CH:6][CH:5]=[CH:4][CH:3]=1.Cl, predict the reaction product. The product is: [NH2:21][CH2:20][CH:19]([CH3:29])[CH2:18][N:11]([C:9]([O:8][CH2:1][C:2]1[CH:3]=[CH:4][CH:5]=[CH:6][CH:7]=1)=[O:10])[C@@H:12]([C:14]([O:16][CH3:17])=[O:15])[CH3:13]. (4) Given the reactants [CH:1]1([CH2:7][N:8]2[C:12]([CH3:13])=[C:11]([S:14]([CH2:17][CH:18]3[CH2:20][CH2:19]3)(=[O:16])=[O:15])[CH:10]=[C:9]2C(O)=O)[CH2:6][CH2:5][CH2:4][CH2:3][CH2:2]1, predict the reaction product. The product is: [CH:1]1([CH2:7][N:8]2[CH:9]=[CH:10][C:11]([S:14]([CH2:17][CH:18]3[CH2:19][CH2:20]3)(=[O:16])=[O:15])=[C:12]2[CH3:13])[CH2:2][CH2:3][CH2:4][CH2:5][CH2:6]1. (5) Given the reactants [CH:1]1([C:6]([C:11]2[CH:16]=[CH:15][CH:14]=[CH:13][CH:12]=2)([OH:10])[C:7]([OH:9])=[O:8])[CH2:5][CH2:4][CH2:3][CH2:2]1.[C:17](=O)([O-])[O-].[K+].[K+].CI.O, predict the reaction product. The product is: [CH:1]1([C:6]([C:11]2[CH:16]=[CH:15][CH:14]=[CH:13][CH:12]=2)([OH:10])[C:7]([O:9][CH3:17])=[O:8])[CH2:5][CH2:4][CH2:3][CH2:2]1. (6) Given the reactants [OH:1][C:2]1[C:11]2[C:10]([CH3:13])([CH3:12])[CH2:9][CH2:8][C:7]([CH3:15])([CH3:14])[C:6]=2[CH:5]=[CH:4][C:3]=1[C:16]1[CH:17]=[C:18]([CH:22]=[CH:23][C:24]([O:26]C)=[O:25])[CH:19]=[CH:20][CH:21]=1.[CH2:28](Br)[C:29]1[CH:34]=[CH:33][CH:32]=[CH:31][CH:30]=1, predict the reaction product. The product is: [CH2:28]([O:1][C:2]1[C:11]2[C:10]([CH3:12])([CH3:13])[CH2:9][CH2:8][C:7]([CH3:14])([CH3:15])[C:6]=2[CH:5]=[CH:4][C:3]=1[C:16]1[CH:17]=[C:18]([CH:22]=[CH:23][C:24]([OH:26])=[O:25])[CH:19]=[CH:20][CH:21]=1)[C:29]1[CH:34]=[CH:33][CH:32]=[CH:31][CH:30]=1. (7) Given the reactants [Si:1]([O:8][CH2:9][CH:10]=[C:11]1[C:16]2[CH:17]=[C:18]([C:20]([NH2:22])=[O:21])[S:19][C:15]=2[CH2:14][CH2:13][C:12]1([F:24])[F:23])([C:4]([CH3:7])([CH3:6])[CH3:5])([CH3:3])[CH3:2].C(N(CC)CC)C, predict the reaction product. The product is: [Si:1]([O:8][CH2:9][CH2:10][CH:11]1[C:16]2[CH:17]=[C:18]([C:20]([NH2:22])=[O:21])[S:19][C:15]=2[CH2:14][CH2:13][C:12]1([F:24])[F:23])([C:4]([CH3:6])([CH3:7])[CH3:5])([CH3:3])[CH3:2].